This data is from CYP1A2 inhibition data for predicting drug metabolism from PubChem BioAssay. The task is: Regression/Classification. Given a drug SMILES string, predict its absorption, distribution, metabolism, or excretion properties. Task type varies by dataset: regression for continuous measurements (e.g., permeability, clearance, half-life) or binary classification for categorical outcomes (e.g., BBB penetration, CYP inhibition). Dataset: cyp1a2_veith. (1) The molecule is COc1ccc(CNC(=O)C2CC(c3cccc([N+](=O)[O-])c3)=NO2)cc1. The result is 1 (inhibitor). (2) The result is 0 (non-inhibitor). The drug is Nc1nc(N)nc(CCCc2nc(N)nc(N)n2)n1. (3) The molecule is COc1ccccc1N1CCN(CCN2C(=O)CC3(CCCC3)CC2=O)CC1. The result is 0 (non-inhibitor). (4) The molecule is CCN1C(=O)[C@H]2CC[C@H]3/C(=N\NC(=O)OCc4ccc(OC)cc4)C[C@@H](O)[C@@H](O)[C@@H]3[C@@H]2C1=O. The result is 0 (non-inhibitor). (5) The compound is CCn1c(SCc2c(Cl)cccc2Cl)nnc1-c1nn(-c2ccccc2)ccc1=O. The result is 0 (non-inhibitor). (6) The drug is CCOC(=O)c1c(C)n(C)c2ccc(OC)c(NC(=O)CN3CCCCC3)c12. The result is 1 (inhibitor). (7) The drug is C#C[C@H](N)CCC(=O)O. The result is 0 (non-inhibitor). (8) The compound is C=Cn1ccnc1P(=S)(c1nccn1C=C)C1CCCCC1. The result is 0 (non-inhibitor). (9) The result is 0 (non-inhibitor). The molecule is COc1ccc(N2CCN(C(=O)c3ccc(OCc4c(C)noc4C)c(OC)c3)CC2)cc1. (10) The molecule is CCCCC(=O)Nc1sc2c(c1C(=O)OCC)CCC(C=O)=C2Cl. The result is 1 (inhibitor).